This data is from Full USPTO retrosynthesis dataset with 1.9M reactions from patents (1976-2016). The task is: Predict the reactants needed to synthesize the given product. Given the product [NH2:1][C:2]1[N:3]([CH3:24])[C:4](=[O:23])[C:5]2([C:15]3[C:10](=[CH:11][CH:12]=[C:13]([C:32]4[CH:31]=[C:30]([S:27]([NH:26][CH3:25])(=[O:28])=[O:29])[CH:35]=[CH:34][CH:33]=4)[CH:14]=3)[O:9][CH:8]([C:17]3[CH:22]=[CH:21][CH:20]=[CH:19][CH:18]=3)[CH2:7]2)[N:6]=1, predict the reactants needed to synthesize it. The reactants are: [NH2:1][C:2]1[N:3]([CH3:24])[C:4](=[O:23])[C:5]2([C:15]3[C:10](=[CH:11][CH:12]=[C:13](Br)[CH:14]=3)[O:9][CH:8]([C:17]3[CH:22]=[CH:21][CH:20]=[CH:19][CH:18]=3)[CH2:7]2)[N:6]=1.[CH3:25][NH:26][S:27]([C:30]1[CH:31]=[C:32](B(O)O)[CH:33]=[CH:34][CH:35]=1)(=[O:29])=[O:28].